Dataset: Reaction yield outcomes from USPTO patents with 853,638 reactions. Task: Predict the reaction yield, written as a fraction of the theoretical maximum amount of product (1.0 means a 100% yield; for example, 0.34 means a 34% yield). (1) The reactants are [Br:1][C:2]1[CH:3]=[C:4]2[C:9](=[CH:10][CH:11]=1)[N:8]=[CH:7][C:6]([OH:12])=[C:5]2[C:13]([C:15]1[CH:20]=[CH:19][C:18]([C:21]([CH3:25])([CH3:24])[C:22]#[N:23])=[CH:17][CH:16]=1)=O.Cl.[NH2:27][OH:28]. The catalyst is CCO. The product is [Br:1][C:2]1[CH:3]=[C:4]2[C:9](=[CH:10][CH:11]=1)[N:8]=[CH:7][C:6]([OH:12])=[C:5]2[C:13](=[N:27][OH:28])[C:15]1[CH:20]=[CH:19][C:18]([C:21]([CH3:25])([CH3:24])[C:22]#[N:23])=[CH:17][CH:16]=1. The yield is 0.500. (2) The reactants are [CH2:1](Br)[C:2]#[CH:3].[Cl:5][C:6]1[CH:7]=[C:8]([CH:29]=[CH:30][C:31]=1[F:32])[NH:9][C:10]1[C:19]2[C:14](=[CH:15][C:16]([O:27][CH3:28])=[CH:17][C:18]=2[O:20][CH:21]2[CH2:26][CH2:25][NH:24][CH2:23][CH2:22]2)[N:13]=[CH:12][N:11]=1.C(=O)([O-])[O-].[K+].[K+].O. The product is [Cl:5][C:6]1[CH:7]=[C:8]([CH:29]=[CH:30][C:31]=1[F:32])[NH:9][C:10]1[C:19]2[C:14](=[CH:15][C:16]([O:27][CH3:28])=[CH:17][C:18]=2[O:20][CH:21]2[CH2:22][CH2:23][N:24]([CH2:3][C:2]#[CH:1])[CH2:25][CH2:26]2)[N:13]=[CH:12][N:11]=1. The yield is 0.510. The catalyst is CN(C=O)C. (3) The reactants are [NH2:1][C:2]1[CH:3]=[C:4]([C:8]2[N:9]=[C:10]3[C:16]4[CH:17]=[CH:18][CH:19]=[CH:20][C:15]=4[NH:14][C:13]4[N:21]=[CH:22][CH:23]=[CH:24][C:12]=4[N:11]3[C:25]=2[C:26]2[CH:31]=[CH:30][C:29]([C:32]3([NH:36]C(=O)OC(C)(C)C)[CH2:35][CH2:34][CH2:33]3)=[CH:28][CH:27]=2)[CH:5]=[CH:6][CH:7]=1.[ClH:44].O1CCOCC1. The catalyst is C(Cl)Cl. The product is [ClH:44].[ClH:44].[ClH:44].[ClH:44].[NH2:36][C:32]1([C:29]2[CH:28]=[CH:27][C:26]([C:25]3[N:11]4[C:12]5[CH:24]=[CH:23][CH:22]=[N:21][C:13]=5[NH:14][C:15]5[CH:20]=[CH:19][CH:18]=[CH:17][C:16]=5[C:10]4=[N:9][C:8]=3[C:4]3[CH:3]=[C:2]([CH:7]=[CH:6][CH:5]=3)[NH2:1])=[CH:31][CH:30]=2)[CH2:33][CH2:34][CH2:35]1. The yield is 0.838. (4) The reactants are C(OC1N=NC(C#CC2C=CC(C(F)(F)F)=CN=2)=CC=1OCC1C=CC=CC=1)C1C=CC=CC=1.[CH2:35]([O:42][C:43]1[N:44]=[N:45][C:46]([C:57]#[CH:58])=[CH:47][C:48]=1[O:49][CH2:50][C:51]1[CH:56]=[CH:55][CH:54]=[CH:53][CH:52]=1)[C:36]1[CH:41]=[CH:40][CH:39]=[CH:38][CH:37]=1.I[C:60]1[CH:67]=[CH:66][C:63]([C:64]#[N:65])=[CH:62][CH:61]=1. No catalyst specified. The product is [CH2:50]([O:49][C:48]1[CH:47]=[C:46]([C:57]#[C:58][C:60]2[CH:67]=[CH:66][C:63]([C:64]#[N:65])=[CH:62][CH:61]=2)[N:45]=[N:44][C:43]=1[O:42][CH2:35][C:36]1[CH:37]=[CH:38][CH:39]=[CH:40][CH:41]=1)[C:51]1[CH:56]=[CH:55][CH:54]=[CH:53][CH:52]=1. The yield is 0.730. (5) The reactants are [NH2:1][C:2]1[N:6]=[CH:5][NH:4][N:3]=1.[OH:7][C:8]([CH3:19])([CH3:18])[CH2:9][O:10][CH:11]1[CH2:16][CH2:15][C:14](=O)[CH2:13][CH2:12]1.C(O[BH-](OC(=O)C)OC(=O)C)(=O)C.[Na+]. The catalyst is C(O)(=O)C. The product is [CH3:19][C:8]([OH:7])([CH3:18])[CH2:9][O:10][CH:11]1[CH2:16][CH2:15][CH:14]([NH:1][C:2]2[N:6]=[CH:5][NH:4][N:3]=2)[CH2:13][CH2:12]1. The yield is 0.640. (6) The reactants are Cl.[Cl:2][C:3]1[CH:12]=[C:11]2[C:6]([C:7]([CH2:13][NH2:14])=[CH:8][CH2:9][O:10]2)=[CH:5][CH:4]=1. The catalyst is [Ni].CO.CC(O)=O. The product is [ClH:2].[Cl:2][C:3]1[CH:12]=[C:11]2[C:6]([CH:7]([CH2:13][NH2:14])[CH2:8][CH2:9][O:10]2)=[CH:5][CH:4]=1. The yield is 0.560. (7) The reactants are Br[CH:2]([CH3:19])[C:3]([N:5]([CH:12]1[CH2:17][CH2:16][N:15]([CH3:18])[CH2:14][CH2:13]1)[C:6]1[CH:11]=[CH:10][CH:9]=[CH:8][CH:7]=1)=[O:4].OS(O)(=O)=O.[N+:25]([O-])([OH:27])=[O:26]. No catalyst specified. The product is [CH3:19][CH:2]1[C:11]2[C:6](=[CH:7][CH:8]=[C:9]([N+:25]([O-:27])=[O:26])[CH:10]=2)[N:5]([CH:12]2[CH2:17][CH2:16][N:15]([CH3:18])[CH2:14][CH2:13]2)[C:3]1=[O:4]. The yield is 0.610.